Dataset: Catalyst prediction with 721,799 reactions and 888 catalyst types from USPTO. Task: Predict which catalyst facilitates the given reaction. (1) Reactant: [Cl:1][C:2]1[CH:3]=[C:4]([C@@H:8]2[C@@H:13]([C:14]3[CH:19]=[CH:18][C:17]([Cl:20])=[CH:16][CH:15]=3)[N:12]([CH:21]([CH2:24][CH3:25])[CH2:22][CH3:23])[C:11](=[O:26])[C@:10]([CH2:28][C:29](=[N:31]O)[NH2:30])([CH3:27])[CH2:9]2)[CH:5]=[CH:6][CH:7]=1.[C:33](N1C=CN=C1)(N1C=CN=C1)=[S:34].B(F)(F)F.CC[O:51]CC. Product: [Cl:1][C:2]1[CH:3]=[C:4]([C@@H:8]2[C@@H:13]([C:14]3[CH:19]=[CH:18][C:17]([Cl:20])=[CH:16][CH:15]=3)[N:12]([CH:21]([CH2:24][CH3:25])[CH2:22][CH3:23])[C:11](=[O:26])[C@:10]([CH2:28][C:29]3[NH:30][C:33](=[O:51])[S:34][N:31]=3)([CH3:27])[CH2:9]2)[CH:5]=[CH:6][CH:7]=1. The catalyst class is: 1. (2) Reactant: Br[C:2]1[CH:7]=[CH:6][C:5]([N+:8]([O-:10])=[O:9])=[CH:4][C:3]=1[O:11][CH3:12].[CH2:13]([N:15]1[CH2:20][CH2:19][NH:18][CH2:17][CH2:16]1)[CH3:14]. Product: [CH2:13]([N:15]1[CH2:20][CH2:19][N:18]([C:2]2[CH:7]=[CH:6][C:5]([N+:8]([O-:10])=[O:9])=[CH:4][C:3]=2[O:11][CH3:12])[CH2:17][CH2:16]1)[CH3:14]. The catalyst class is: 6. (3) The catalyst class is: 6. Product: [Cl:13][C:10]1[CH:11]=[CH:12][C:7]([O:23][C:17]2[CH:22]=[CH:21][CH:20]=[CH:19][CH:18]=2)=[C:8]([N+:14]([O-:16])=[O:15])[CH:9]=1. Reactant: CN(C=O)C.Br[C:7]1[CH:12]=[CH:11][C:10]([Cl:13])=[CH:9][C:8]=1[N+:14]([O-:16])=[O:15].[C:17]1([OH:23])[CH:22]=[CH:21][CH:20]=[CH:19][CH:18]=1.C([O-])([O-])=O.[Na+].[Na+]. (4) Reactant: [OH:1][C:2]1[CH:10]=[C:9]([N+:11]([O-:13])=[O:12])[CH:8]=[CH:7][C:3]=1[C:4]([OH:6])=[O:5].S(OC)(O[CH3:18])(=O)=O.C(=O)([O-])[O-].[K+].[K+]. Product: [CH3:18][O:5][C:4](=[O:6])[C:3]1[CH:7]=[CH:8][C:9]([N+:11]([O-:13])=[O:12])=[CH:10][C:2]=1[OH:1]. The catalyst class is: 21. (5) Reactant: ClC1C=CC=C(C(OO)=[O:9])C=1.[CH3:12][O:13][CH2:14][O:15][CH2:16][C:17]([CH:19]([CH3:21])[CH3:20])=[CH2:18]. Product: [CH:19]([C:17]1([CH2:16][O:15][CH2:14][O:13][CH3:12])[CH2:18][O:9]1)([CH3:21])[CH3:20]. The catalyst class is: 2. (6) Reactant: I[C:2]1[C:10]2[C:5](=[CH:6][CH:7]=[C:8]([C:11]3[S:15][N:14]=[C:13]([NH:16][CH2:17][C:18]4[CH:23]=[CH:22][C:21]([O:24][CH3:25])=[CH:20][CH:19]=4)[N:12]=3)[CH:9]=2)[N:4]([S:26]([C:29]2[CH:35]=[CH:34][C:32]([CH3:33])=[CH:31][CH:30]=2)(=[O:28])=[O:27])[CH:3]=1.[CH:36]([NH:39][C:40]1[CH:45]=[N:44][CH:43]=[C:42]([Sn](CCCC)(CCCC)CCCC)[N:41]=1)([CH3:38])[CH3:37]. Product: [CH:36]([NH:39][C:40]1[N:41]=[C:42]([C:2]2[C:10]3[C:5](=[CH:6][CH:7]=[C:8]([C:11]4[S:15][N:14]=[C:13]([NH:16][CH2:17][C:18]5[CH:23]=[CH:22][C:21]([O:24][CH3:25])=[CH:20][CH:19]=5)[N:12]=4)[CH:9]=3)[N:4]([S:26]([C:29]3[CH:30]=[CH:31][C:32]([CH3:33])=[CH:34][CH:35]=3)(=[O:27])=[O:28])[CH:3]=2)[CH:43]=[N:44][CH:45]=1)([CH3:38])[CH3:37]. The catalyst class is: 555. (7) Reactant: Cl[C:2](=[CH2:5])[C:3]#[N:4].[NH2:6][C:7]1[CH:12]=[CH:11][CH:10]=[CH:9][C:8]=1[OH:13].[Cl-].[K+]. Product: [O:13]1[C:8]2[CH:9]=[CH:10][CH:11]=[CH:12][C:7]=2[NH:6][CH2:5][CH:2]1[C:3]#[N:4]. The catalyst class is: 21.